This data is from Catalyst prediction with 721,799 reactions and 888 catalyst types from USPTO. The task is: Predict which catalyst facilitates the given reaction. (1) Reactant: [F:1][C:2]([F:18])([C:8]1[CH:9]=[C:10]2[C:15](=[CH:16][CH:17]=1)[N:14]=[CH:13][CH:12]=[CH:11]2)[C:3](OCC)=[O:4].[NH2:19][NH2:20].Cl. Product: [F:1][C:2]([F:18])([C:8]1[CH:9]=[C:10]2[C:15](=[CH:16][CH:17]=1)[N:14]=[CH:13][CH:12]=[CH:11]2)[C:3]([NH:19][NH2:20])=[O:4]. The catalyst class is: 8. (2) Reactant: F[C:2](F)([C:10]([F:13])([F:12])[F:11])[CH:3]=[C:4](I)[CH:5]([OH:8])[CH2:6][CH3:7].[OH2:15].Cl.[NH2:17]O.C(=O)([O-])[O-].[K+].[K+]. Product: [F:11][C:10]([F:13])([F:12])[C:2]1[O:15][N:17]=[C:4]([CH:5]([OH:8])[CH2:6][CH3:7])[CH:3]=1. The catalyst class is: 8.